Dataset: Forward reaction prediction with 1.9M reactions from USPTO patents (1976-2016). Task: Predict the product of the given reaction. (1) Given the reactants C([N:8]1[C@@H:13]([C:14](=[O:19])[CH2:15][CH2:16][CH:17]=[CH2:18])[CH2:12][CH2:11][CH2:10][C@@H:9]1[CH3:20])(OC(C)(C)C)=O, predict the reaction product. The product is: [CH3:20][C@H:9]1[CH2:10][CH2:11][CH2:12][C@H:13]([C:14](=[O:19])[CH2:15][CH2:16][CH:17]=[CH2:18])[NH:8]1. (2) Given the reactants [NH2:1][S:2]([C:5]1[CH:44]=[CH:43][C:8]([C:9]([N:11]2[CH2:15][C@H:14]([C:16]3[CH:21]=[CH:20][CH:19]=[CH:18][CH:17]=3)[C@@H:13]([CH2:22][N:23]([C@@H:31]([C:33]3[C:42]4[C:37](=[CH:38][CH:39]=[CH:40][CH:41]=4)[CH:36]=[CH:35][CH:34]=3)[CH3:32])C(=O)OC(C)(C)C)[CH2:12]2)=[O:10])=[CH:7][CH:6]=1)(=[O:4])=[O:3].Cl.O1CCOCC1, predict the reaction product. The product is: [C:33]1([C@H:31]([NH:23][CH2:22][C@@H:13]2[C@@H:14]([C:16]3[CH:21]=[CH:20][CH:19]=[CH:18][CH:17]=3)[CH2:15][N:11]([C:9]([C:8]3[CH:43]=[CH:44][C:5]([S:2]([NH2:1])(=[O:4])=[O:3])=[CH:6][CH:7]=3)=[O:10])[CH2:12]2)[CH3:32])[C:42]2[C:37](=[CH:38][CH:39]=[CH:40][CH:41]=2)[CH:36]=[CH:35][CH:34]=1. (3) Given the reactants [Li+].[OH-].C([O:5][C:6]([C:8]1[C:9]([O:23][CH2:24][CH3:25])=[N:10][C:11]2[C:16]([C:17]=1[CH3:18])=[CH:15][CH:14]=[C:13]([C:19]([F:22])([F:21])[F:20])[CH:12]=2)=[O:7])C, predict the reaction product. The product is: [CH2:24]([O:23][C:9]1[C:8]([C:6]([OH:7])=[O:5])=[C:17]([CH3:18])[C:16]2[C:11](=[CH:12][C:13]([C:19]([F:22])([F:20])[F:21])=[CH:14][CH:15]=2)[N:10]=1)[CH3:25]. (4) Given the reactants [Cl:1][C:2]1[CH:3]=[C:4]([NH:8][C:9]2[N:14]=[C:13]([C:15]([F:18])([F:17])[F:16])[C:12]([C:19](O)=[O:20])=[CH:11][N:10]=2)[CH:5]=[CH:6][CH:7]=1.[CH:22]1([NH2:25])[CH2:24][CH2:23]1, predict the reaction product. The product is: [CH:22]1([NH:25][C:19]([C:12]2[C:13]([C:15]([F:18])([F:17])[F:16])=[N:14][C:9]([NH:8][C:4]3[CH:5]=[CH:6][CH:7]=[C:2]([Cl:1])[CH:3]=3)=[N:10][CH:11]=2)=[O:20])[CH2:24][CH2:23]1. (5) Given the reactants [CH:1]([C:3]1[CH:8]=[CH:7][C:6]([NH:9][C:10]([CH2:12][CH2:13][CH2:14][CH2:15][N:16]([CH3:43])[C:17]([CH2:19][CH2:20][N:21]2[CH2:26][CH2:25][CH:24]([O:27][C:28](=[O:42])[NH:29][C:30]3[CH:35]=[CH:34][CH:33]=[CH:32][C:31]=3[C:36]3[CH:41]=[CH:40][CH:39]=[CH:38][CH:37]=3)[CH2:23][CH2:22]2)=[O:18])=[O:11])=[CH:5][CH:4]=1)=O.C(O)(=O)C.[NH2:48][CH2:49][C@@H:50]([C:59]1[CH:68]=[CH:67][C:66]([OH:69])=[C:65]2[C:60]=1[CH:61]=[CH:62][C:63](=[O:70])[NH:64]2)[O:51][Si:52]([C:55]([CH3:58])([CH3:57])[CH3:56])([CH3:54])[CH3:53].C(Cl)Cl.C(O[BH-](OC(=O)C)OC(=O)C)(=O)C.[Na+], predict the reaction product. The product is: [Si:52]([O:51][C@H:50]([C:59]1[CH:68]=[CH:67][C:66]([OH:69])=[C:65]2[C:60]=1[CH:61]=[CH:62][C:63](=[O:70])[NH:64]2)[CH2:49][NH:48][CH2:1][C:3]1[CH:4]=[CH:5][C:6]([NH:9][C:10]([CH2:12][CH2:13][CH2:14][CH2:15][N:16]([CH3:43])[C:17]([CH2:19][CH2:20][N:21]2[CH2:22][CH2:23][CH:24]([O:27][C:28](=[O:42])[NH:29][C:30]3[CH:35]=[CH:34][CH:33]=[CH:32][C:31]=3[C:36]3[CH:37]=[CH:38][CH:39]=[CH:40][CH:41]=3)[CH2:25][CH2:26]2)=[O:18])=[O:11])=[CH:7][CH:8]=1)([C:55]([CH3:58])([CH3:57])[CH3:56])([CH3:54])[CH3:53].